Task: Predict the product of the given reaction.. Dataset: Forward reaction prediction with 1.9M reactions from USPTO patents (1976-2016) The product is: [C:15]1([S:12]([C:8]2[CH:9]=[N:10][C:11]3[C:6]([CH:7]=2)=[CH:5][CH:4]=[CH:3][C:2]=3[NH:35][CH2:34][CH:31]2[CH2:32][CH2:33][O:28][CH2:29][CH2:30]2)(=[O:14])=[O:13])[CH:20]=[CH:19][CH:18]=[CH:17][CH:16]=1. Given the reactants F[C:2]1[CH:3]=[CH:4][CH:5]=[C:6]2[C:11]=1[N:10]=[CH:9][C:8]([S:12]([C:15]1[CH:20]=[CH:19][CH:18]=[CH:17][CH:16]=1)(=[O:14])=[O:13])=[CH:7]2.C(=O)([O-])[O-].[K+].[K+].Cl.[O:28]1[CH2:33][CH2:32][CH:31]([CH2:34][NH2:35])[CH2:30][CH2:29]1.C(=O)=O.O=O, predict the reaction product.